Predict the product of the given reaction. From a dataset of Forward reaction prediction with 1.9M reactions from USPTO patents (1976-2016). (1) Given the reactants [OH:1][C@@:2]1([C:9]#[C:10][C:11]2[CH:12]=[C:13]([C:17]3[CH:22]=[C:21]([O:23][CH3:24])[N:20]=[C:19]([C:25]([O:27]CC)=O)[N:18]=3)[CH:14]=[CH:15][CH:16]=2)[CH2:6][CH2:5][N:4]([CH3:7])[C:3]1=[O:8].[NH3:30], predict the reaction product. The product is: [OH:1][C@@:2]1([C:9]#[C:10][C:11]2[CH:12]=[C:13]([C:17]3[CH:22]=[C:21]([O:23][CH3:24])[N:20]=[C:19]([C:25]([NH2:30])=[O:27])[N:18]=3)[CH:14]=[CH:15][CH:16]=2)[CH2:6][CH2:5][N:4]([CH3:7])[C:3]1=[O:8]. (2) Given the reactants [CH2:1]([NH:3][C:4]1[CH:9]=[CH:8][CH:7]=[CH:6][CH:5]=1)[CH3:2].C(N(CC)CC)C.[C:17]1([C:23]2[C:24]3[CH:30]=[C:29]([C:31](O)=[O:32])[S:28][C:25]=3[NH:26][N:27]=2)[CH:22]=[CH:21][CH:20]=[CH:19][CH:18]=1, predict the reaction product. The product is: [CH2:1]([N:3]([C:4]1[CH:9]=[CH:8][CH:7]=[CH:6][CH:5]=1)[C:31]([C:29]1[S:28][C:25]2[NH:26][N:27]=[C:23]([C:17]3[CH:22]=[CH:21][CH:20]=[CH:19][CH:18]=3)[C:24]=2[CH:30]=1)=[O:32])[CH3:2]. (3) Given the reactants C(=O)([O-])[O-].[Na+].[Na+].[CH3:7][O:8][CH2:9][O:10][C:11]1[CH:16]=[C:15]([O:17][CH2:18][O:19][CH3:20])[CH:14]=[CH:13][C:12]=1B(O)O.Br[C:25]1[CH2:30][CH2:29][CH2:28][C:27](=[O:31])[CH:26]=1, predict the reaction product. The product is: [CH3:7][O:8][CH2:9][O:10][C:11]1[CH:16]=[C:15]([O:17][CH2:18][O:19][CH3:20])[CH:14]=[CH:13][C:12]=1[C:25]1[CH2:30][CH2:29][CH2:28][C:27](=[O:31])[CH:26]=1. (4) Given the reactants CN(C(ON1N=NC2C=CC=NC1=2)=[N+](C)C)C.F[P-](F)(F)(F)(F)F.[F:25][C:26]1[CH:41]=[CH:40][CH:39]=[CH:38][C:27]=1[O:28][CH:29]1[CH2:34][CH2:33][CH:32]([C:35]([OH:37])=O)[CH2:31][CH2:30]1.Cl.[CH2:43]([NH:50][CH2:51][C:52]1[CH:61]=[CH:60][C:55]([C:56]([O:58][CH3:59])=[O:57])=[CH:54][CH:53]=1)[C:44]1[CH:49]=[CH:48][CH:47]=[CH:46][CH:45]=1, predict the reaction product. The product is: [CH2:43]([N:50]([CH2:51][C:52]1[CH:53]=[CH:54][C:55]([C:56]([O:58][CH3:59])=[O:57])=[CH:60][CH:61]=1)[C:35]([CH:32]1[CH2:31][CH2:30][CH:29]([O:28][C:27]2[CH:38]=[CH:39][CH:40]=[CH:41][C:26]=2[F:25])[CH2:34][CH2:33]1)=[O:37])[C:44]1[CH:45]=[CH:46][CH:47]=[CH:48][CH:49]=1.